Dataset: Catalyst prediction with 721,799 reactions and 888 catalyst types from USPTO. Task: Predict which catalyst facilitates the given reaction. (1) The catalyst class is: 322. Product: [CH:1]([C:4]1[S:8][C:7]([NH:9][C:10](=[O:16])[C@@H:11]([NH:15][CH:18]([CH:20]2[CH2:22][CH2:21]2)[CH3:17])[CH2:12][CH2:13][CH3:14])=[N:6][CH:5]=1)([CH3:2])[CH3:3]. Reactant: [CH:1]([C:4]1[S:8][C:7]([NH:9][C:10](=[O:16])[C@@H:11]([NH2:15])[CH2:12][CH2:13][CH3:14])=[N:6][CH:5]=1)([CH3:3])[CH3:2].[CH3:17][C:18]([CH:20]1[CH2:22][CH2:21]1)=O.C(O[BH-](OC(=O)C)OC(=O)C)(=O)C.[Na+]. (2) Reactant: [CH3:1][C:2]1[C:11]([N+:12]([O-:14])=[O:13])=[CH:10][C:5]([C:6]([O:8][CH3:9])=[O:7])=[CH:4][C:3]=1[N+:15]([O-:17])=[O:16].CO[CH:20](OC)[N:21]([CH3:23])[CH3:22]. Product: [CH3:20][N:21]([CH3:23])/[CH:22]=[CH:1]/[C:2]1[C:11]([N+:12]([O-:14])=[O:13])=[CH:10][C:5]([C:6]([O:8][CH3:9])=[O:7])=[CH:4][C:3]=1[N+:15]([O-:17])=[O:16]. The catalyst class is: 9. (3) Reactant: C(Cl)(=O)C(Cl)=O.CS(C)=O.[C:11]([O:19][C@@H:20]1[CH2:54][N:23]2[C:24](=[O:53])[C@@H:25]([NH:45][C:46]([O:48][C:49]([CH3:52])([CH3:51])[CH3:50])=[O:47])[CH2:26][CH2:27][CH2:28][CH2:29][CH2:30][C@H:31]([OH:44])[CH2:32][C@@H:33]3[CH2:38][C@@:34]3([C:39]([O:41][CH2:42][CH3:43])=[O:40])[NH:35][C:36](=[O:37])[C@@H:22]2[CH2:21]1)(=[O:18])[C:12]1[CH:17]=[CH:16][CH:15]=[CH:14][CH:13]=1.C(N(CC)CC)C. Product: [C:11]([O:19][C@@H:20]1[CH2:54][N:23]2[C:24](=[O:53])[C@@H:25]([NH:45][C:46]([O:48][C:49]([CH3:51])([CH3:50])[CH3:52])=[O:47])[CH2:26][CH2:27][CH2:28][CH2:29][CH2:30][C:31](=[O:44])[CH2:32][C@@H:33]3[CH2:38][C@@:34]3([C:39]([O:41][CH2:42][CH3:43])=[O:40])[NH:35][C:36](=[O:37])[C@@H:22]2[CH2:21]1)(=[O:18])[C:12]1[CH:13]=[CH:14][CH:15]=[CH:16][CH:17]=1. The catalyst class is: 4.